This data is from Peptide-MHC class I binding affinity with 185,985 pairs from IEDB/IMGT. The task is: Regression. Given a peptide amino acid sequence and an MHC pseudo amino acid sequence, predict their binding affinity value. This is MHC class I binding data. (1) The peptide sequence is HAPWTQMAM. The MHC is HLA-A03:01 with pseudo-sequence HLA-A03:01. The binding affinity (normalized) is 0.0847. (2) The peptide sequence is TSASFTDLY. The MHC is HLA-A24:03 with pseudo-sequence HLA-A24:03. The binding affinity (normalized) is 0.0847. (3) The peptide sequence is KVFPYALINK. The MHC is HLA-B57:01 with pseudo-sequence HLA-B57:01. The binding affinity (normalized) is 0.362. (4) The peptide sequence is WLKHIEKNY. The MHC is HLA-B48:01 with pseudo-sequence HLA-B48:01. The binding affinity (normalized) is 0.0847.